From a dataset of Full USPTO retrosynthesis dataset with 1.9M reactions from patents (1976-2016). Predict the reactants needed to synthesize the given product. (1) Given the product [Cl:25][C:22]1[CH:21]=[CH:20][C:19]([O:18][C:15]2[CH:16]=[N:17][C:10]3[N:9]([CH3:34])[C:8](=[O:35])[N:7]([CH2:6][CH2:5][CH2:4][OH:3])[C:12](=[O:13])[C:11]=3[C:14]=2[CH2:26][C:27]2[CH:28]=[CH:29][C:30]([F:33])=[CH:31][CH:32]=2)=[CH:24][CH:23]=1, predict the reactants needed to synthesize it. The reactants are: C([O:3][CH2:4][CH2:5][CH2:6][N:7]1[C:12](=[O:13])[C:11]2[C:14]([CH2:26][C:27]3[CH:32]=[CH:31][C:30]([F:33])=[CH:29][CH:28]=3)=[C:15]([O:18][C:19]3[CH:24]=[CH:23][C:22]([Cl:25])=[CH:21][CH:20]=3)[CH:16]=[N:17][C:10]=2[N:9]([CH3:34])[C:8]1=[O:35])=O.O[Li].O. (2) Given the product [OH:41]/[N:2]=[C:7](/[C@@H:6]1[C@:29]2([CH3:35])[C@H:3]([C@H:22]3[C@H:24]([CH2:31][CH2:30]2)[C@:9]2([CH3:10])[C:14](=[CH:16][C:17](=[O:18])[CH2:19][CH2:15]2)[CH2:13][CH2:21]3)[CH2:4][CH2:5]1)\[CH3:25], predict the reactants needed to synthesize it. The reactants are: C[N:2]1[CH2:7][CH2:6][CH2:5][CH2:4][C:3]1=O.[C:9]1([CH3:15])[CH:14]=[CH:13]C=C[CH:10]=1.[CH3:16][CH:17]([CH3:19])[O-:18].[Al+3].[CH3:21][CH:22]([CH3:24])[O-].[CH3:25]C(C)[O-].[C@H:29](O)([C:35]([O-])=O)[C@@H:30](O)[C:31]([O-])=O.[Na+].[K+].[OH2:41]. (3) Given the product [CH3:46][C:24]1[C:23]([C:5]2[CH:4]=[N:3][N:2]([CH3:1])[CH:6]=2)=[CH:37][C:27]([C:28]([NH:30][C:31]2[CH:36]=[CH:35][N:34]=[N:33][CH:32]=2)=[O:29])=[C:26]([O:38][CH2:39][C:40]2[CH:45]=[CH:44][CH:43]=[CH:42][CH:41]=2)[CH:25]=1, predict the reactants needed to synthesize it. The reactants are: [CH3:1][N:2]1[CH:6]=[C:5](B2OC(C)(C)C(C)(C)O2)[CH:4]=[N:3]1.C([O-])([O-])=O.[Na+].[Na+].Br[C:23]1[C:24]([CH3:46])=[CH:25][C:26]([O:38][CH2:39][C:40]2[CH:45]=[CH:44][CH:43]=[CH:42][CH:41]=2)=[C:27]([CH:37]=1)[C:28]([NH:30][C:31]1[CH:36]=[CH:35][N:34]=[N:33][CH:32]=1)=[O:29]. (4) Given the product [NH2:21][C:22]1[S:23][CH:24]=[C:25]([C:27]2[CH:35]=[CH:34][CH:33]=[CH:32][C:28]=2[C:29]([N:2]2[C@H:3]([CH2:7][NH:8][C:9]([C:11]3[C:20]4[O:19][CH2:18][CH2:17][O:16][C:15]=4[CH:14]=[CH:13][CH:12]=3)=[O:10])[CH2:4][C@H:5]3[C@@H:1]2[CH2:6]3)=[O:30])[N:26]=1, predict the reactants needed to synthesize it. The reactants are: [C@H:1]12[CH2:6][C@H:5]1[CH2:4][C@@H:3]([CH2:7][NH:8][C:9]([C:11]1[C:20]3[O:19][CH2:18][CH2:17][O:16][C:15]=3[CH:14]=[CH:13][CH:12]=1)=[O:10])[NH:2]2.[NH2:21][C:22]1[S:23][CH:24]=[C:25]([C:27]2[CH:35]=[CH:34][CH:33]=[CH:32][C:28]=2[C:29](O)=[O:30])[N:26]=1. (5) Given the product [OH:11][CH:10]([C:9]1[CH:12]=[CH:13][C:6]([Br:5])=[CH:7][CH:8]=1)[CH2:1][C:2](=[O:3])[CH3:4], predict the reactants needed to synthesize it. The reactants are: [CH3:1][C:2]([CH3:4])=[O:3].[Br:5][C:6]1[CH:13]=[CH:12][C:9]([CH:10]=[O:11])=[CH:8][CH:7]=1. (6) Given the product [C:18]([O:17][C:15]([CH2:14][N:11]1[CH2:12][CH2:13][N:9]([CH2:8][C:6]([OH:7])=[O:5])[C:10]1=[O:22])=[O:16])([CH3:21])([CH3:19])[CH3:20], predict the reactants needed to synthesize it. The reactants are: C([O:5][C:6]([CH2:8][N:9]1[CH2:13][CH2:12][N:11]([CH2:14][C:15]([O:17][C:18]([CH3:21])([CH3:20])[CH3:19])=[O:16])[C:10]1=[O:22])=[O:7])(C)(C)C.[OH-].[K+]. (7) Given the product [Br:1][C:2]1[CH:7]=[C:6]([N:8]([CH3:22])[CH:9]2[CH2:14][CH2:13][NH:12][CH2:11][CH2:10]2)[C:5]([CH3:23])=[C:4]([CH:3]=1)[C:24]([NH:25][CH2:26][C:27]1[C:28](=[O:35])[NH:29][C:30]([CH3:34])=[CH:31][C:32]=1[CH3:33])=[O:36], predict the reactants needed to synthesize it. The reactants are: [Br:1][C:2]1[CH:3]=[C:4]([C:24](=[O:36])[NH:25][CH2:26][C:27]2[C:28](=[O:35])[NH:29][C:30]([CH3:34])=[CH:31][C:32]=2[CH3:33])[C:5]([CH3:23])=[C:6]([N:8]([CH3:22])[CH:9]2[CH2:14][CH2:13][N:12](C(OC(C)(C)C)=O)[CH2:11][CH2:10]2)[CH:7]=1.C(O)(C(F)(F)F)=O.